Dataset: Full USPTO retrosynthesis dataset with 1.9M reactions from patents (1976-2016). Task: Predict the reactants needed to synthesize the given product. (1) Given the product [CH2:1]([S:5]([C:8]1[C:16]2[C:11](=[CH:12][CH:13]=[C:14]([F:17])[CH:15]=2)[N:10]([CH2:22][C:23]([OH:25])=[O:24])[C:9]=1[CH3:18])(=[O:6])=[O:7])[CH2:2][CH2:3][CH3:4], predict the reactants needed to synthesize it. The reactants are: [CH2:1]([S:5]([C:8]1[C:16]2[C:11](=[CH:12][CH:13]=[C:14]([F:17])[CH:15]=2)[NH:10][C:9]=1[CH3:18])(=[O:7])=[O:6])[CH2:2][CH2:3][CH3:4].[H-].[Na+].Br[CH2:22][C:23]([O:25]CC)=[O:24].C(O)(=O)CC(CC(O)=O)(C(O)=O)O.O.[OH-].[Li+]. (2) Given the product [CH2:1]([O:3][C:4]([N:6]1[CH2:11][CH2:10][N:9]([C:12](=[O:26])[CH2:13][NH:14][CH3:15])[CH2:8][CH2:7]1)=[O:5])[CH3:2], predict the reactants needed to synthesize it. The reactants are: [CH2:1]([O:3][C:4]([N:6]1[CH2:11][CH2:10][N:9]([C:12](=[O:26])[CH2:13][N:14](C(OCC2C=CC=CC=2)=O)[CH3:15])[CH2:8][CH2:7]1)=[O:5])[CH3:2]. (3) Given the product [C:12]1([C:8]2[N:7]=[CH:6][C:5]3[C:10](=[CH:11][C:2]([B:23]4[O:27][C:26]([CH3:29])([CH3:28])[C:25]([CH3:31])([CH3:30])[O:24]4)=[CH:3][CH:4]=3)[N:9]=2)[CH:17]=[CH:16][CH:15]=[CH:14][CH:13]=1, predict the reactants needed to synthesize it. The reactants are: Cl[C:2]1[CH:11]=[C:10]2[C:5]([CH:6]=[N:7][C:8]([C:12]3[CH:17]=[CH:16][CH:15]=[CH:14][CH:13]=3)=[N:9]2)=[CH:4][CH:3]=1.CC([O-])=O.[K+].[B:23]1([B:23]2[O:27][C:26]([CH3:29])([CH3:28])[C:25]([CH3:31])([CH3:30])[O:24]2)[O:27][C:26]([CH3:29])([CH3:28])[C:25]([CH3:31])([CH3:30])[O:24]1. (4) Given the product [CH2:42]([O:41][C:39](=[O:40])[CH2:38][N:4]1[C:5]2[C:10](=[C:9]([N+:13]([O-:15])=[O:14])[CH:8]=[CH:7][CH:6]=2)[C:11](=[O:12])[C:2]([CH3:1])=[CH:3]1)[CH3:43], predict the reactants needed to synthesize it. The reactants are: [CH3:1][C:2]1[C:11](=[O:12])[C:10]2[C:5](=[CH:6][CH:7]=[CH:8][C:9]=2[N+:13]([O-:15])=[O:14])[NH:4][CH:3]=1.CC1C(=O)C2C(=CC([N+]([O-])=O)=CC=2)NC=1.C(=O)([O-])[O-].[Cs+].[Cs+].Br[CH2:38][C:39]([O:41][CH2:42][CH3:43])=[O:40]. (5) Given the product [CH2:29]([NH:36][C:9]1[CH:10]=[C:11]2[C:6](=[CH:7][CH:8]=1)[N:5]=[C:4]([NH:13][CH2:14][C:15]1[CH:20]=[CH:19][C:18]([F:21])=[CH:17][C:16]=1[O:22][CH3:23])[CH:3]=[C:2]2[NH:28][CH2:27][CH2:26][O:25][CH3:24])[C:30]1[CH:35]=[CH:34][CH:33]=[CH:32][CH:31]=1, predict the reactants needed to synthesize it. The reactants are: Br[C:2]1[C:11]2[C:6](=[CH:7][CH:8]=[C:9](Cl)[CH:10]=2)[N:5]=[C:4]([NH:13][CH2:14][C:15]2[CH:20]=[CH:19][C:18]([F:21])=[CH:17][C:16]=2[O:22][CH3:23])[CH:3]=1.[CH3:24][O:25][CH2:26][CH2:27][NH2:28].[CH2:29]([NH2:36])[C:30]1[CH:35]=[CH:34][CH:33]=[CH:32][CH:31]=1. (6) The reactants are: [N+:1]([C:4]1[CH:8]=[CH:7][NH:6][CH:5]=1)([O-:3])=[O:2].N12CCCN=C1CCCCC2.[C:20]1([CH2:26][S:27](Cl)(=[O:29])=[O:28])[CH:25]=[CH:24][CH:23]=[CH:22][CH:21]=1. Given the product [CH2:26]([S:27]([N:6]1[CH:7]=[CH:8][C:4]([N+:1]([O-:3])=[O:2])=[CH:5]1)(=[O:29])=[O:28])[C:20]1[CH:25]=[CH:24][CH:23]=[CH:22][CH:21]=1, predict the reactants needed to synthesize it. (7) Given the product [C:1]([C:5]1[CH:6]=[C:7]([NH:18][C:19]([NH:21][C:22]2[C:31]3[C:26](=[CH:27][CH:28]=[CH:29][CH:30]=3)[C:25]([O:32][C:33]3[CH:38]=[CH:37][N:36]=[C:35]([NH:54][C:53]4[CH:55]=[C:56]([O:58][CH3:59])[CH:57]=[C:51]([O:50][CH2:49][CH2:48][O:47][CH2:46][CH2:45][O:44][CH2:43][CH2:42][N:41]([CH3:40])[CH3:60])[CH:52]=4)[N:34]=3)=[CH:24][CH:23]=2)=[O:20])[C:8]([O:16][CH3:17])=[C:9]([NH:11][S:12]([CH3:15])(=[O:14])=[O:13])[CH:10]=1)([CH3:4])([CH3:3])[CH3:2], predict the reactants needed to synthesize it. The reactants are: [C:1]([C:5]1[CH:6]=[C:7]([NH:18][C:19]([NH:21][C:22]2[C:31]3[C:26](=[CH:27][CH:28]=[CH:29][CH:30]=3)[C:25]([O:32][C:33]3[CH:38]=[CH:37][N:36]=[C:35](Cl)[N:34]=3)=[CH:24][CH:23]=2)=[O:20])[C:8]([O:16][CH3:17])=[C:9]([NH:11][S:12]([CH3:15])(=[O:14])=[O:13])[CH:10]=1)([CH3:4])([CH3:3])[CH3:2].[CH3:40][N:41]([CH3:60])[CH2:42][CH2:43][O:44][CH2:45][CH2:46][O:47][CH2:48][CH2:49][O:50][C:51]1[CH:52]=[C:53]([CH:55]=[C:56]([O:58][CH3:59])[CH:57]=1)[NH2:54].